From a dataset of Full USPTO retrosynthesis dataset with 1.9M reactions from patents (1976-2016). Predict the reactants needed to synthesize the given product. (1) The reactants are: [C:1]12([C:19]([O:21][CH3:22])=[O:20])[CH2:8][CH2:7][C:4]([C:9]([O:11]CC3C=CC=CC=3)=[O:10])([CH2:5][CH2:6]1)[CH2:3][O:2]2.[H][H]. Given the product [CH3:22][O:21][C:19]([C:1]12[CH2:8][CH2:7][C:4]([C:9]([OH:11])=[O:10])([CH2:5][CH2:6]1)[CH2:3][O:2]2)=[O:20], predict the reactants needed to synthesize it. (2) Given the product [OH:17][C:4]1([CH2:3][CH2:2][NH:1][C:23](=[O:24])[O:22][C:19]([CH3:21])([CH3:20])[CH3:18])[CH2:5][CH2:6][N:7]([CH2:10][C:11]2[CH:16]=[CH:15][CH:14]=[CH:13][CH:12]=2)[CH2:8][CH2:9]1, predict the reactants needed to synthesize it. The reactants are: [NH2:1][CH2:2][CH2:3][C:4]1([OH:17])[CH2:9][CH2:8][N:7]([CH2:10][C:11]2[CH:16]=[CH:15][CH:14]=[CH:13][CH:12]=2)[CH2:6][CH2:5]1.[CH3:18][C:19]([O:22][C:23](O[C:23]([O:22][C:19]([CH3:21])([CH3:20])[CH3:18])=[O:24])=[O:24])([CH3:21])[CH3:20]. (3) The reactants are: CC12CC3CC(C)(CC(C4C=C(C56CC7(C)CC(CC(C)(C7)C5)C6)C(O[C:41]5[CH:46]=[CH:45][C:44]([NH2:47])=[C:43]([OH:48])[CH:42]=5)=CC=4O[C:41]4[CH:46]=[CH:45][C:44]([NH2:47])=[C:43]([OH:48])[CH:42]=4)(C3)C1)C2.N1C=CC=C[CH:50]=1.CC12CC3(C45CC6(C)CC(C)(CC(C(Cl)=O)(C6)C4)C5)CC(C)(CC(C(Cl)=O)(C3)C1)C2.C1(C#CC2C=C(C(Cl)=O)C=C(C=2)C(Cl)=O)C=CC=CC=1.C(Cl)(=O)C1C=CC=CC=1. Given the product [O:48]1[C:43]2[CH:42]=[CH:41][CH:46]=[CH:45][C:44]=2[N:47]=[CH:50]1, predict the reactants needed to synthesize it. (4) Given the product [CH3:3][O:4][C:5]1[CH:6]=[C:7]2[C:12](=[CH:13][CH:14]=1)[CH:11]=[C:10]([CH2:15][OH:16])[CH:9]=[CH:8]2, predict the reactants needed to synthesize it. The reactants are: [BH4-].[Na+].[CH3:3][O:4][C:5]1[CH:6]=[C:7]2[C:12](=[CH:13][CH:14]=1)[CH:11]=[C:10]([CH:15]=[O:16])[CH:9]=[CH:8]2. (5) Given the product [Si:1]([O:8][CH:9]([C:12]1[CH:17]=[CH:16][CH:15]=[C:14]([Cl:18])[CH:13]=1)/[CH:10]=[N:25]/[S:23]([C:20]([CH3:22])([CH3:21])[CH3:19])=[O:24])([C:4]([CH3:7])([CH3:6])[CH3:5])([CH3:3])[CH3:2], predict the reactants needed to synthesize it. The reactants are: [Si:1]([O:8][CH:9]([C:12]1[CH:17]=[CH:16][CH:15]=[C:14]([Cl:18])[CH:13]=1)[CH:10]=O)([C:4]([CH3:7])([CH3:6])[CH3:5])([CH3:3])[CH3:2].[CH3:19][C:20]([S:23]([NH2:25])=[O:24])([CH3:22])[CH3:21]. (6) Given the product [CH3:8][C@H:9]([O:12][C:13]1[N:14]=[C:15]([CH3:26])[C:16]([C:19]([OH:21])=[O:20])=[N:17][CH:18]=1)[C:10]#[CH:11], predict the reactants needed to synthesize it. The reactants are: C(O)(C(F)(F)F)=O.[CH3:8][C@H:9]([O:12][C:13]1[N:14]=[C:15]([CH3:26])[C:16]([C:19]([O:21]C(C)(C)C)=[O:20])=[N:17][CH:18]=1)[C:10]#[CH:11]. (7) Given the product [Br:1][C:2]1[CH:9]=[CH:8][C:5]([CH2:6][N:10]2[CH2:14][CH2:13][CH2:12][CH2:11]2)=[CH:4][CH:3]=1, predict the reactants needed to synthesize it. The reactants are: [Br:1][C:2]1[CH:9]=[CH:8][C:5]([CH2:6]Br)=[CH:4][CH:3]=1.[NH:10]1[CH2:14][CH2:13][CH2:12][CH2:11]1.Cl.